From a dataset of NCI-60 drug combinations with 297,098 pairs across 59 cell lines. Regression. Given two drug SMILES strings and cell line genomic features, predict the synergy score measuring deviation from expected non-interaction effect. Drug 1: C1=CC(=C2C(=C1NCCNCCO)C(=O)C3=C(C=CC(=C3C2=O)O)O)NCCNCCO. Drug 2: CC(C)NC(=O)C1=CC=C(C=C1)CNNC.Cl. Cell line: SF-268. Synergy scores: CSS=41.3, Synergy_ZIP=2.87, Synergy_Bliss=1.16, Synergy_Loewe=-37.9, Synergy_HSA=-1.53.